This data is from Experimentally validated miRNA-target interactions with 360,000+ pairs, plus equal number of negative samples. The task is: Binary Classification. Given a miRNA mature sequence and a target amino acid sequence, predict their likelihood of interaction. (1) The miRNA is hsa-miR-1271-3p with sequence AGUGCCUGCUAUGUGCCAGGCA. The protein sequence of the target gene is MKILFCDVLLLSLLSSVFSSCPRDCLTCQEKLHPAPDSFNLKTCILQCEEKVFPRPLWTVCTKVMASGSGQLSPADPELVSAALYQPKASEMQHLKRMPRVRSLVQVRDAEPGADAEPGADAEPGADDAEEVEQKQLQKRFGGFTGARKSARKLANQKRFSEFMRQYLVLSMQSSQRRRTLHQNGNV. Result: 0 (no interaction). (2) The miRNA is hsa-miR-3142 with sequence AAGGCCUUUCUGAACCUUCAGA. The protein sequence of the target gene is MAATVNLELDPIFLKALGFLHSKSKDSAEKLKALLDESLARGIDSSYRPSQKDVEPPKISSTKNISIKQEPKISSSLPSGNNNGKVLTTEKVKKEAEKRPADKMKSDITEGVDIPKKPRLEKPETQSSPITVQSSKDLPMADLSSFEETSADDFAMEMGLACVVCRQMMVASGNQLVECQECHNLYHRDCHKPQVTDKEANDPRLVWYCARCTRQMKRMAQKTQKPPQKPAPAVVSVTPAVKDPLVKKPETKLKQETTFLAFKRTEVKTSTVISGNSSSASVSSSVTSGLTGWAAFAAKT.... Result: 0 (no interaction). (3) The miRNA is hsa-miR-567 with sequence AGUAUGUUCUUCCAGGACAGAAC. The protein sequence of the target gene is MAASRRLMKELEEIRKCGMKNFRNIQVDEANLLTWQGLIVPDNPPYDKGAFRIEINFPAEYPFKPPKITFKTKIYHPNIDEKGQVCLPVISAENWKPATKTDQVIQSLIALVNDPQPEHPLRADLAEEYSKDRKKFCKNAEEFTKKYGEKRPVD. Result: 0 (no interaction). (4) The miRNA is hsa-miR-583 with sequence CAAAGAGGAAGGUCCCAUUAC. The protein sequence of the target gene is MSTFGYRRGLSKYESIDEDELLASLSAEELKELERELEDIEPDRNLPVGLRQKSLTEKTPTGTFSREALMAYWEKESQKLLEKERLGECGKVAEDKEESEEELIFTESNSEVSEEVYTEEEEEESQEEEEEEDSDEEERTIETAKGINGTVNYDSVNSDNSKPKIFKSQIENINLTNGSNGRNTESPAAIHPCGNPTVIEDALDKIKSNDPDTTEVNLNNIENITTQTLTRFAEALKDNTVVKTFSLANTHADDSAAMAIAEMLKVNEHITNVNVESNFITGKGILAIMRALQHNTVLTE.... Result: 0 (no interaction). (5) The miRNA is hsa-miR-5681a with sequence AGAAAGGGUGGCAAUACCUCUU. The protein sequence of the target gene is MSHESSEKAHKAIENVEDYCQTLTRHGNEELRTNLERVITTFKSNLMHSLLDIHDLYEQTLLSERKSDAEKNMEVRRVIERLEGGPHSYNSRPAATTSTSNYNLSSTTPLISDLRDRGGFSYLNGGGLGNGLGNGLGNGLLSSPYNSSSTHYLHERQRQTSHDGTWRETTTRTVDTPSGLERRVVEHTGVIDDHGRKWELENIVLEKGHTGLGFSITGGMDQPTEDGDTSIYVTNIIEGGAALADGRMRKNDIITAVNNTNCENVKHEVAVNALKSSGNVVSLSLKRRKDEAFLPIGGNF.... Result: 0 (no interaction). (6) The protein sequence of the target gene is MEPPDQCSQYMTSLLSPAVDDEKELQDMNAMVLSLTEEVKEEEEDAQPEPEQGTAAGEKLKSAGAQGGEEKDGGGEEKDGGGAGVPGHLWEGNLEGTSGSDGNVEDSDQSEKEPGQQYSRPQGAVGGLEPGNAQQPNVHAFTPLQLQELECIFQREQFPSEFLRRRLARSMNVTELAVQIWFENRRAKWRRHQRALMARNMLPFMAVGQPVMVTAAEAITAPLFISGMRDDYFWDHSHSSSLCFPMPPFPPPSLPLPLMLLPPMPPAGQAEFGPFPFVIVPSFTFPNV. The miRNA is hsa-miR-6515-3p with sequence UCUCUUCAUCUACCCCCCAG. Result: 0 (no interaction). (7) The miRNA is mmu-let-7a-5p with sequence UGAGGUAGUAGGUUGUAUAGUU. The protein sequence of the target gene is MSSLSEYAFRMSRLSARLFGEVTRPTNSKSMKVVKLFSELPLAKKKETYDWYPNHHTYAELMQTLRFLGLYRDEHQDFMDEQKRLKKLRGKEKPKKGEGKRAAKRK. Result: 0 (no interaction). (8) The protein sequence of the target gene is MEEHGVTQTEHMATIEAHAVAQQVQQVHVATYTEHSMLSADEDSPSSPEDTSYDDSDILNSTAADEVTAHLAAAGPVGMAAAAAVATGKKRKRPHVFESNPSIRKRQQTRLLRKLRATLDEYTTRVGQQAIVLCISPSKPNPVFKVFGAAPLENVVRKYKSMILEDLESALAEHAPAPQEVNSELPPLTIDGIPVSVDKMTQAQLRAFIPEMLKYSTGRGKPGWGKESCKPIWWPEDIPWANVRSDVRTEEQKQRVSWTQALRTIVKNCYKQHGREDLLYAFEDQQTQTQATATHSIAHL.... Result: 1 (interaction). The miRNA is hsa-miR-411-3p with sequence UAUGUAACACGGUCCACUAACC. (9) The miRNA is hsa-miR-509-3-5p with sequence UACUGCAGACGUGGCAAUCAUG. The protein sequence of the target gene is MAIFRQLSLGAKATLAAVTVFVSMIASRSYLAESLELRAWRWLLRLQLALFVNSLLLIGSLYIWRSTVSNLCHSPAAESTCFQLWKVVVLAFLALAHSSFFTMFFLVAEEPYLFSLAAYSCLGAYIIMLFFLFILSGMEQAYQLLAWRSGRVVGSLEKTRKLVLRPALAVGVTAVLSVAGILNAAQPPAVKTVEVPIHQLPASMNNLKIVLLSDIHLGPTVGRTKMEMFVRMVNVLEPDITVIVGDLSDSEASVLRTAVAPLGQLHSHLGAYFVTGNHEYYTSDVSNWFALLESLHVQPL.... Result: 1 (interaction). (10) The miRNA is rno-miR-142-5p with sequence CAUAAAGUAGAAAGCACUACU. The protein sequence of the target gene is MFVSLWEFFYGHFFRFWMKWLLRQMTGKCELQRIFDTYGGAQRTYRIENSLTYSKNKVLQNATRVAQSELDRCIANIMKEKNICSEKDTSFQICMRTCLLQITGYKQLYHDVENVRKKPYDSANAQHEKMLLKLWSLLMPTKKLTARISKQWADIGFQGDDPKTDFRGMGILGLINLVYFSENYTSEAHQILSRSNHPKLGYSYAIVGINLTEMAYSLLKSEALKLHLYNFVPGVPTMEHFHQFYCYLVYEFDKFWLEEEPESIMYFNLYREKFHERIKGLLMDCNAVLTLKT. Result: 0 (no interaction).